From a dataset of Catalyst prediction with 721,799 reactions and 888 catalyst types from USPTO. Predict which catalyst facilitates the given reaction. Reactant: [C:1]([O:5][C:6]([N:8]1[CH2:12][C@@H:11](Cl)[CH2:10][C@H:9]1[CH2:14][O:15][CH2:16][C:17]1[CH:22]=[C:21]([F:23])[C:20]([F:24])=[CH:19][C:18]=1[F:25])=[O:7])([CH3:4])([CH3:3])[CH3:2].[C:26]([O-:29])(=[S:28])[CH3:27].[K+]. Product: [C:1]([O:5][C:6]([N:8]1[CH2:12][C@@H:11]([S:28][C:26](=[O:29])[CH3:27])[CH2:10][C@@H:9]1[CH2:14][O:15][CH2:16][C:17]1[CH:22]=[C:21]([F:23])[C:20]([F:24])=[CH:19][C:18]=1[F:25])=[O:7])([CH3:4])([CH3:3])[CH3:2]. The catalyst class is: 3.